Dataset: NCI-60 drug combinations with 297,098 pairs across 59 cell lines. Task: Regression. Given two drug SMILES strings and cell line genomic features, predict the synergy score measuring deviation from expected non-interaction effect. (1) Drug 1: CC1=C(N=C(N=C1N)C(CC(=O)N)NCC(C(=O)N)N)C(=O)NC(C(C2=CN=CN2)OC3C(C(C(C(O3)CO)O)O)OC4C(C(C(C(O4)CO)O)OC(=O)N)O)C(=O)NC(C)C(C(C)C(=O)NC(C(C)O)C(=O)NCCC5=NC(=CS5)C6=NC(=CS6)C(=O)NCCC[S+](C)C)O. Drug 2: CC1CCCC2(C(O2)CC(NC(=O)CC(C(C(=O)C(C1O)C)(C)C)O)C(=CC3=CSC(=N3)C)C)C. Cell line: IGROV1. Synergy scores: CSS=42.0, Synergy_ZIP=-7.93, Synergy_Bliss=-8.81, Synergy_Loewe=-1.38, Synergy_HSA=0.322. (2) Drug 1: C1=NC2=C(N=C(N=C2N1C3C(C(C(O3)CO)O)F)Cl)N. Drug 2: CC1=C(C(=CC=C1)Cl)NC(=O)C2=CN=C(S2)NC3=CC(=NC(=N3)C)N4CCN(CC4)CCO. Cell line: IGROV1. Synergy scores: CSS=14.9, Synergy_ZIP=-3.40, Synergy_Bliss=-5.00, Synergy_Loewe=-5.15, Synergy_HSA=-2.44. (3) Drug 1: CC1=C2C(C(=O)C3(C(CC4C(C3C(C(C2(C)C)(CC1OC(=O)C(C(C5=CC=CC=C5)NC(=O)OC(C)(C)C)O)O)OC(=O)C6=CC=CC=C6)(CO4)OC(=O)C)O)C)O. Drug 2: C1=CC=C(C(=C1)C(C2=CC=C(C=C2)Cl)C(Cl)Cl)Cl. Cell line: MDA-MB-435. Synergy scores: CSS=31.1, Synergy_ZIP=12.2, Synergy_Bliss=15.8, Synergy_Loewe=5.13, Synergy_HSA=15.8. (4) Cell line: SF-539. Synergy scores: CSS=22.7, Synergy_ZIP=-0.224, Synergy_Bliss=-1.05, Synergy_Loewe=-42.7, Synergy_HSA=-1.72. Drug 2: CC=C1C(=O)NC(C(=O)OC2CC(=O)NC(C(=O)NC(CSSCCC=C2)C(=O)N1)C(C)C)C(C)C. Drug 1: C1=NC2=C(N=C(N=C2N1C3C(C(C(O3)CO)O)F)Cl)N. (5) Drug 1: CCC1(CC2CC(C3=C(CCN(C2)C1)C4=CC=CC=C4N3)(C5=C(C=C6C(=C5)C78CCN9C7C(C=CC9)(C(C(C8N6C=O)(C(=O)OC)O)OC(=O)C)CC)OC)C(=O)OC)O.OS(=O)(=O)O. Drug 2: CC12CCC3C(C1CCC2O)C(CC4=C3C=CC(=C4)O)CCCCCCCCCS(=O)CCCC(C(F)(F)F)(F)F. Cell line: K-562. Synergy scores: CSS=74.4, Synergy_ZIP=1.14, Synergy_Bliss=3.64, Synergy_Loewe=-38.4, Synergy_HSA=5.58. (6) Drug 1: CC12CCC3C(C1CCC2=O)CC(=C)C4=CC(=O)C=CC34C. Drug 2: CN(CC1=CN=C2C(=N1)C(=NC(=N2)N)N)C3=CC=C(C=C3)C(=O)NC(CCC(=O)O)C(=O)O. Cell line: HT29. Synergy scores: CSS=59.0, Synergy_ZIP=0.480, Synergy_Bliss=-1.38, Synergy_Loewe=1.08, Synergy_HSA=1.36. (7) Drug 1: CN1C2=C(C=C(C=C2)N(CCCl)CCCl)N=C1CCCC(=O)O.Cl. Drug 2: C1CCC(C(C1)N)N.C(=O)(C(=O)[O-])[O-].[Pt+4]. Cell line: DU-145. Synergy scores: CSS=25.3, Synergy_ZIP=-5.11, Synergy_Bliss=-3.53, Synergy_Loewe=-17.4, Synergy_HSA=0.0335.